This data is from Reaction yield outcomes from USPTO patents with 853,638 reactions. The task is: Predict the reaction yield, written as a fraction of the theoretical maximum amount of product (1.0 means a 100% yield; for example, 0.34 means a 34% yield). The reactants are CO[CH:3](OC)[CH2:4][CH:5](OC)OC.[Cl:12][C:13]1[CH:22]=[C:21]([Cl:23])[C:20]([NH:24][NH2:25])=[CH:19][C:14]=1[C:15]([O:17][CH3:18])=[O:16]. The catalyst is CO. The product is [Cl:12][C:13]1[CH:22]=[C:21]([Cl:23])[C:20]([N:24]2[CH:5]=[CH:4][CH:3]=[N:25]2)=[CH:19][C:14]=1[C:15]([O:17][CH3:18])=[O:16]. The yield is 0.430.